Dataset: Peptide-MHC class II binding affinity with 134,281 pairs from IEDB. Task: Regression. Given a peptide amino acid sequence and an MHC pseudo amino acid sequence, predict their binding affinity value. This is MHC class II binding data. (1) The peptide sequence is ATAANAAPANDKFTV. The binding affinity (normalized) is 0. The MHC is HLA-DQA10104-DQB10503 with pseudo-sequence HLA-DQA10104-DQB10503. (2) The peptide sequence is GELQIVDKIDAAFLI. The MHC is DRB1_0404 with pseudo-sequence DRB1_0404. The binding affinity (normalized) is 0.571. (3) The peptide sequence is WLSWQVAKAGLKTND. The MHC is DRB1_0901 with pseudo-sequence DRB1_0901. The binding affinity (normalized) is 0.625. (4) The peptide sequence is KLFEFNRNAIKTLQN. The MHC is DRB5_0101 with pseudo-sequence DRB5_0101. The binding affinity (normalized) is 0.872. (5) The peptide sequence is KWVQMCSRTLKNSHQ. The MHC is DRB3_0101 with pseudo-sequence DRB3_0101. The binding affinity (normalized) is 0. (6) The peptide sequence is APGDSPNTDGIHIGD. The MHC is HLA-DPA10103-DPB10301 with pseudo-sequence HLA-DPA10103-DPB10301. The binding affinity (normalized) is 0. (7) The peptide sequence is GELQHVDKIDAAFKI. The MHC is DRB1_1201 with pseudo-sequence DRB1_1201. The binding affinity (normalized) is 0.396. (8) The peptide sequence is APEVKYTVFETALKKAITAM. The MHC is DRB1_1302 with pseudo-sequence DRB1_1302. The binding affinity (normalized) is 0.274. (9) The peptide sequence is TASDFWGGAGSAACQ. The MHC is HLA-DQA10101-DQB10501 with pseudo-sequence HLA-DQA10101-DQB10501. The binding affinity (normalized) is 0.